Dataset: Reaction yield outcomes from USPTO patents with 853,638 reactions. Task: Predict the reaction yield, written as a fraction of the theoretical maximum amount of product (1.0 means a 100% yield; for example, 0.34 means a 34% yield). (1) The reactants are [NH2:1][C:2]1[CH:3]=[C:4]([CH:27]=[CH:28][CH:29]=1)[CH2:5][NH:6][C:7]1[N:12]=[C:11]([NH:13][C:14]2[CH:19]=[CH:18][CH:17]=[CH:16][C:15]=2[S:20]([CH:23]([CH3:25])[CH3:24])(=[O:22])=[O:21])[C:10]([Cl:26])=[CH:9][N:8]=1.CCN(C(C)C)C(C)C.[C:39](Cl)(=[O:42])[CH:40]=[CH2:41]. The catalyst is C(Cl)Cl. The product is [Cl:26][C:10]1[C:11]([NH:13][C:14]2[CH:19]=[CH:18][CH:17]=[CH:16][C:15]=2[S:20]([CH:23]([CH3:25])[CH3:24])(=[O:22])=[O:21])=[N:12][C:7]([NH:6][CH2:5][C:4]2[CH:3]=[C:2]([NH:1][C:39](=[O:42])[CH:40]=[CH2:41])[CH:29]=[CH:28][CH:27]=2)=[N:8][CH:9]=1. The yield is 0.340. (2) The catalyst is CO. The reactants are C([O:3][C:4](=[O:22])[CH:5]([CH3:21])[CH2:6][C:7]1[N:8]([CH:18]2[CH2:20][CH2:19]2)[C:9]([C:12]2[CH:17]=[CH:16][N:15]=[CH:14][CH:13]=2)=[N:10][CH:11]=1)C.[OH-].[Na+]. The yield is 0.760. The product is [CH:18]1([N:8]2[C:7]([CH2:6][CH:5]([CH3:21])[C:4]([OH:22])=[O:3])=[CH:11][N:10]=[C:9]2[C:12]2[CH:17]=[CH:16][N:15]=[CH:14][CH:13]=2)[CH2:19][CH2:20]1. (3) The product is [Cl:63][C:60]1[CH:59]=[CH:58][C:57]([CH:52]([NH:51][C:48]([C:33]2([NH:32][C:30](=[O:31])[O:29][C:25]([CH3:28])([CH3:27])[CH3:26])[CH2:34][CH2:35][N:36]([C:39]3[C:40]4[CH:47]=[CH:46][NH:45][C:41]=4[N:42]=[CH:43][N:44]=3)[CH2:37][CH2:38]2)=[O:50])[CH2:53][CH2:54][CH2:55][OH:56])=[CH:62][CH:61]=1. The catalyst is CN(C=O)C. The yield is 0.674. The reactants are F[P-](F)(F)(F)(F)F.N1(OC(N(C)C)=[N+](C)C)C2N=CC=CC=2N=N1.[C:25]([O:29][C:30]([NH:32][C:33]1([C:48]([OH:50])=O)[CH2:38][CH2:37][N:36]([C:39]2[C:40]3[CH:47]=[CH:46][NH:45][C:41]=3[N:42]=[CH:43][N:44]=2)[CH2:35][CH2:34]1)=[O:31])([CH3:28])([CH3:27])[CH3:26].[NH2:51][CH:52]([C:57]1[CH:62]=[CH:61][C:60]([Cl:63])=[CH:59][CH:58]=1)[CH2:53][CH2:54][CH2:55][OH:56].C(N(C(C)C)C(C)C)C. (4) The reactants are [OH-].[Na+].[CH2:3]([N:10]1[CH2:19][CH2:18][CH2:17][C:11]21[O:16][CH2:15][CH2:14][NH:13][CH2:12]2)[C:4]1[CH:9]=[CH:8][CH:7]=[CH:6][CH:5]=1.[C:20](O[C:20]([O:21][C:22]([CH3:25])([CH3:24])[CH3:23])=[O:26])(=[O:26])[O:21][C:22]([CH3:25])([CH3:24])[CH3:23]. The catalyst is O.C(O)(C)(C)C. The product is [CH2:3]([N:10]1[CH2:19][CH2:18][CH2:17][C:11]21[O:16][CH2:15][CH2:14][N:13]([C:20]([O:21][C:22]([CH3:25])([CH3:24])[CH3:23])=[O:26])[CH2:12]2)[C:4]1[CH:9]=[CH:8][CH:7]=[CH:6][CH:5]=1. The yield is 0.880. (5) The reactants are [C:1]([C:5]1[NH:6][C:7]([C:10]2[CH:15]=[CH:14][N:13]=[C:12]3[N:16]([CH2:19][O:20][CH2:21][CH2:22][Si:23]([CH3:26])([CH3:25])[CH3:24])[CH:17]=[CH:18][C:11]=23)=[CH:8][N:9]=1)([CH3:4])([CH3:3])[CH3:2].[C:27](=O)([O-])[O-].[K+].[K+].CN(C=O)C.CI. The catalyst is O. The product is [C:1]([C:5]1[N:9]([CH3:27])[CH:8]=[C:7]([C:10]2[CH:15]=[CH:14][N:13]=[C:12]3[N:16]([CH2:19][O:20][CH2:21][CH2:22][Si:23]([CH3:26])([CH3:25])[CH3:24])[CH:17]=[CH:18][C:11]=23)[N:6]=1)([CH3:4])([CH3:2])[CH3:3]. The yield is 0.510. (6) The reactants are [NH2:1][C:2]1[CH:3]=[C:4]([OH:12])[C:5](=[CH:10][CH:11]=1)[C:6]([O:8][CH3:9])=[O:7].[Br:13][C:14]1[C:19]([F:20])=[CH:18][C:17]([S:21](Cl)(=[O:23])=[O:22])=[C:16]([F:25])[CH:15]=1. No catalyst specified. The product is [Br:13][C:14]1[C:19]([F:20])=[CH:18][C:17]([S:21]([NH:1][C:2]2[CH:11]=[CH:10][C:5]([C:6]([O:8][CH3:9])=[O:7])=[C:4]([OH:12])[CH:3]=2)(=[O:22])=[O:23])=[C:16]([F:25])[CH:15]=1. The yield is 0.700. (7) The reactants are Br[CH2:2][C:3]1[CH:12]=[C:11]2[C:6]([C:7]([C:15]3[CH:20]=[CH:19][C:18]([F:21])=[CH:17][CH:16]=3)=[CH:8][C:9]([C:13]#[N:14])=[N:10]2)=[CH:5][CH:4]=1.CCN(C(C)C)C(C)C.[NH:31]1[CH:35]=[C:34]([CH:36]=[O:37])[CH:33]=[N:32]1. The catalyst is C(#N)C. The product is [F:21][C:18]1[CH:19]=[CH:20][C:15]([C:7]2[C:6]3[C:11](=[CH:12][C:3]([CH2:2][N:31]4[CH:35]=[C:34]([CH:36]=[O:37])[CH:33]=[N:32]4)=[CH:4][CH:5]=3)[N:10]=[C:9]([C:13]#[N:14])[CH:8]=2)=[CH:16][CH:17]=1. The yield is 0.527.